From a dataset of Peptide-MHC class I binding affinity with 185,985 pairs from IEDB/IMGT. Regression. Given a peptide amino acid sequence and an MHC pseudo amino acid sequence, predict their binding affinity value. This is MHC class I binding data. (1) The peptide sequence is APERQRLLP. The MHC is HLA-B15:03 with pseudo-sequence HLA-B15:03. The binding affinity (normalized) is 0. (2) The peptide sequence is VPVTTRDSF. The MHC is HLA-A02:03 with pseudo-sequence HLA-A02:03. The binding affinity (normalized) is 0. (3) The peptide sequence is RPPYSSYGY. The MHC is HLA-C14:02 with pseudo-sequence HLA-C14:02. The binding affinity (normalized) is 0.0847. (4) The peptide sequence is FEHIVYGDF. The MHC is HLA-B18:01 with pseudo-sequence HLA-B18:01. The binding affinity (normalized) is 0.340. (5) The peptide sequence is EEGNLLDSYF. The MHC is HLA-B40:02 with pseudo-sequence HLA-B40:02. The binding affinity (normalized) is 0.